Dataset: Forward reaction prediction with 1.9M reactions from USPTO patents (1976-2016). Task: Predict the product of the given reaction. (1) Given the reactants [F:1][C:2]([F:25])([F:24])[C:3]1[N:7]2[N:8]=[C:9]([N:12]3[CH2:17][CH:16]=[C:15]([C:18]4[CH:19]=[N:20][CH:21]=[CH:22][CH:23]=4)[CH2:14][CH2:13]3)[CH:10]=[CH:11][C:6]2=[N:5][N:4]=1, predict the reaction product. The product is: [N:20]1[CH:21]=[CH:22][CH:23]=[C:18]([CH:15]2[CH2:16][CH2:17][N:12]([C:9]3[CH:10]=[CH:11][C:6]4[N:7]([C:3]([C:2]([F:25])([F:1])[F:24])=[N:4][N:5]=4)[N:8]=3)[CH2:13][CH2:14]2)[CH:19]=1. (2) Given the reactants Cl.Cl.[F:3][C:4]1[CH:9]=[CH:8][C:7]([N:10]2[CH2:15][CH2:14][NH:13][CH2:12][CH2:11]2)=[CH:6][CH:5]=1.Cl[CH:17]([C:19]1[CH:24]=[CH:23][C:22]([CH2:25][NH:26][C:27](=[O:29])[CH3:28])=[CH:21][CH:20]=1)[CH3:18], predict the reaction product. The product is: [F:3][C:4]1[CH:5]=[CH:6][C:7]([N:10]2[CH2:15][CH2:14][N:13]([CH:17]([C:19]3[CH:24]=[CH:23][C:22]([CH2:25][NH:26][C:27](=[O:29])[CH3:28])=[CH:21][CH:20]=3)[CH3:18])[CH2:12][CH2:11]2)=[CH:8][CH:9]=1. (3) Given the reactants [Cl:1][C:2]1[CH:28]=[CH:27][C:5]([CH2:6][N:7]2[C:15]3[C:10](=[CH:11][CH:12]=[CH:13][CH:14]=3)[CH:9]=[C:8]2[C:16]([N:18]2[CH2:23][CH2:22][CH:21]([C:24](O)=[O:25])[CH2:20][CH2:19]2)=[O:17])=[CH:4][CH:3]=1.CCN(C(C)C)C(C)C.C(Cl)CCl.[CH:42]1[CH:43]=[CH:44][C:45]2N(O)N=N[C:46]=2[CH:47]=1.Cl.[CH2:53]1[C:61]2C(=CC=CC=2)C[CH:54]1[CH2:62][NH2:63], predict the reaction product. The product is: [Cl:1][C:2]1[CH:28]=[CH:27][C:5]([CH2:6][N:7]2[C:15]3[C:10](=[CH:11][CH:12]=[CH:13][CH:14]=3)[CH:9]=[C:8]2[C:16]([N:18]2[CH2:23][CH2:22][CH:21]([C:24]([NH:63][CH2:62][CH:54]3[C:45]4[C:46](=[CH:47][CH:42]=[CH:43][CH:44]=4)[CH2:61][CH2:53]3)=[O:25])[CH2:20][CH2:19]2)=[O:17])=[CH:4][CH:3]=1. (4) Given the reactants [CH:1](=[C:3]1[C:11]2[CH:10]=[CH:9][CH:8]=[C:7]([OH:12])[C:6]=2[CH2:5][CH2:4]1)[CH3:2].[H][H], predict the reaction product. The product is: [CH2:1]([CH:3]1[C:11]2[CH:10]=[CH:9][CH:8]=[C:7]([OH:12])[C:6]=2[CH2:5][CH2:4]1)[CH3:2]. (5) Given the reactants [N:1]1([S:5]([NH2:8])(=[O:7])=[O:6])[CH2:4][CH2:3][CH2:2]1.C1(P(C2CCCCC2)C2C=CC=CC=2C2C(C(C)C)=CC(C(C)C)=CC=2C(C)C)CCCCC1.C(=O)([O-])[O-].[Cs+].[Cs+].Cl[C:50]1[CH:55]=[C:54]([O:56][CH2:57][C@H:58]2[CH2:62][O:61][C:60]3([CH2:67][CH2:66][CH2:65][CH2:64][CH2:63]3)[O:59]2)[N:53]=[C:52]([S:68][CH2:69][C:70]2[CH:75]=[CH:74][CH:73]=[C:72]([F:76])[C:71]=2[F:77])[N:51]=1, predict the reaction product. The product is: [F:77][C:71]1[C:72]([F:76])=[CH:73][CH:74]=[CH:75][C:70]=1[CH2:69][S:68][C:52]1[N:51]=[C:50]([NH:8][S:5]([N:1]2[CH2:4][CH2:3][CH2:2]2)(=[O:7])=[O:6])[CH:55]=[C:54]([O:56][CH2:57][C@H:58]2[CH2:62][O:61][C:60]3([CH2:67][CH2:66][CH2:65][CH2:64][CH2:63]3)[O:59]2)[N:53]=1. (6) Given the reactants [CH3:1][C@H:2]([NH:7][C:8]([C:10]1[C:18]2[C:13](=[N:14][CH:15]=[C:16](Br)[N:17]=2)[N:12]([CH2:20][O:21][CH2:22][CH2:23][Si:24]([CH3:27])([CH3:26])[CH3:25])[CH:11]=1)=[O:9])[C:3]([CH3:6])([CH3:5])[CH3:4].[CH:28]([C:30]1[S:31][C:32](B(O)O)=[CH:33][CH:34]=1)=[O:29].C([O-])([O-])=O.[K+].[K+], predict the reaction product. The product is: [CH3:1][C@H:2]([NH:7][C:8]([C:10]1[C:18]2[C:13](=[N:14][CH:15]=[C:16]([C:32]3[S:31][C:30]([CH:28]=[O:29])=[CH:34][CH:33]=3)[N:17]=2)[N:12]([CH2:20][O:21][CH2:22][CH2:23][Si:24]([CH3:27])([CH3:26])[CH3:25])[CH:11]=1)=[O:9])[C:3]([CH3:6])([CH3:5])[CH3:4]. (7) Given the reactants [Cl:1][C:2]([O:4][CH:5]([Cl:7])[CH3:6])=[O:3].[CH3:8][C:9]1([CH3:16])[O:13][CH:12](NC)[CH2:11][O:10]1.[N:17]1[CH:22]=[CH:21][CH:20]=[CH:19][CH:18]=1, predict the reaction product. The product is: [CH3:16][C:9]1([CH3:8])[O:13][CH:12]([CH2:18][NH:17][C:2](=[O:3])[O:4][CH:5]([Cl:7])[CH3:6])[CH2:11][O:10]1.[ClH:1].[N:17]1[CH:22]=[CH:21][CH:20]=[CH:19][CH:18]=1.